The task is: Predict the product of the given reaction.. This data is from Forward reaction prediction with 1.9M reactions from USPTO patents (1976-2016). (1) Given the reactants C([O-])(=O)C.[NH4+:5].[CH3:6][O:7][C:8]1[CH:9]=[C:10](/[CH:20]=[CH:21]/[C:22]([NH:24][CH2:25][C:26]([C:28]2[CH:33]=[CH:32][C:31]([O:34][CH3:35])=[CH:30][CH:29]=2)=O)=O)[CH:11]=[CH:12][C:13]=1[N:14]1[CH:18]=[C:17]([CH3:19])[N:16]=[CH:15]1, predict the reaction product. The product is: [CH3:35][O:34][C:31]1[CH:32]=[CH:33][C:28]([C:26]2[N:5]=[C:22](/[CH:21]=[CH:20]/[C:10]3[CH:11]=[CH:12][C:13]([N:14]4[CH:18]=[C:17]([CH3:19])[N:16]=[CH:15]4)=[C:8]([O:7][CH3:6])[CH:9]=3)[NH:24][CH:25]=2)=[CH:29][CH:30]=1. (2) Given the reactants [CH3:1][O:2][CH2:3][CH2:4][CH2:5][NH:6][C:7](=[O:21])[C@H:8]([CH2:17][CH:18]([CH3:20])[CH3:19])[NH:9]C(OC(C)(C)C)=O.C([Cl:25])(=O)C, predict the reaction product. The product is: [ClH:25].[CH3:1][O:2][CH2:3][CH2:4][CH2:5][NH:6][C:7](=[O:21])[C@H:8]([CH2:17][CH:18]([CH3:19])[CH3:20])[NH2:9]. (3) Given the reactants C(OC(N1CCC2N(C)C3C(C(F)(F)F)=CC(NC4C=CC=CN=4)=CC=3C2C1)=O)(C)(C)C.C(OC([N:40]1[CH2:56][CH2:55][C@@H:43]2[N:44]([CH3:54])[C:45]3[C:46]([C:52]#[N:53])=[CH:47][C:48](Br)=[CH:49][C:50]=3[C@@H:42]2[CH2:41]1)=O)(C)(C)C.[Cl:57][C:58]1[N:63]=[CH:62][C:61]([NH2:64])=[CH:60][CH:59]=1.CC([O-])(C)C.[Na+], predict the reaction product. The product is: [Cl:57][C:58]1[N:63]=[CH:62][C:61]([NH:64][C:48]2[CH:49]=[C:50]3[C:45](=[C:46]([C:52]#[N:53])[CH:47]=2)[N:44]([CH3:54])[C@H:43]2[CH2:55][CH2:56][NH:40][CH2:41][C@@H:42]32)=[CH:60][CH:59]=1. (4) Given the reactants [C:1]([O:5][C:6](=[O:15])[NH:7][C:8]1[CH:13]=[CH:12][CH:11]=[C:10]([Cl:14])[N:9]=1)([CH3:4])([CH3:3])[CH3:2].CN(C)CCN(C)C.C([Li])CCC.CN([CH:32]=[O:33])C.Cl, predict the reaction product. The product is: [C:1]([O:5][C:6](=[O:15])[NH:7][C:8]1[C:13]([CH:32]=[O:33])=[CH:12][CH:11]=[C:10]([Cl:14])[N:9]=1)([CH3:4])([CH3:2])[CH3:3]. (5) Given the reactants [N:1]1([C:5]([C:7]2[CH:8]=[N:9][N:10]([CH3:31])[C:11]=2[C:12]([NH:14][C:15]2[CH:20]=[CH:19][N:18]3[CH:21]=[C:22]([C:24]4[CH:29]=[CH:28][CH:27]=[C:26](Br)[CH:25]=4)[N:23]=[C:17]3[N:16]=2)=[O:13])=[O:6])[CH2:4][CH2:3][CH2:2]1.[C:32]1(B(O)O)[CH:37]=[CH:36][CH:35]=[CH:34][CH:33]=1.C(=O)([O-])[O-].[K+].[K+].CN(C=O)C, predict the reaction product. The product is: [N:1]1([C:5]([C:7]2[CH:8]=[N:9][N:10]([CH3:31])[C:11]=2[C:12]([NH:14][C:15]2[CH:20]=[CH:19][N:18]3[CH:21]=[C:22]([C:24]4[CH:25]=[C:26]([C:32]5[CH:37]=[CH:36][CH:35]=[CH:34][CH:33]=5)[CH:27]=[CH:28][CH:29]=4)[N:23]=[C:17]3[N:16]=2)=[O:13])=[O:6])[CH2:4][CH2:3][CH2:2]1. (6) Given the reactants [O:1]1[C:5]2[CH:6]=[CH:7][CH:8]=[CH:9][C:4]=2[N:3]=[C:2]1[N:10]1[CH2:15][CH2:14][CH2:13][CH2:12][C@H:11]1[C:16]([OH:18])=O.[NH2:19][CH2:20][CH2:21][N:22]1[C@@H:27]([CH3:28])[CH2:26][N:25]([C:29]([O:31][C:32]([CH3:35])([CH3:34])[CH3:33])=[O:30])[CH2:24][C@H:23]1[CH3:36], predict the reaction product. The product is: [NH3:3].[O:1]1[C:5]2[CH:6]=[CH:7][CH:8]=[CH:9][C:4]=2[N:3]=[C:2]1[N:10]1[CH2:15][CH2:14][CH2:13][CH2:12][C@H:11]1[C:16]([NH:19][CH2:20][CH2:21][N:22]1[C@@H:27]([CH3:28])[CH2:26][N:25]([C:29]([O:31][C:32]([CH3:33])([CH3:35])[CH3:34])=[O:30])[CH2:24][C@H:23]1[CH3:36])=[O:18]. (7) Given the reactants [O:1]1[C:5]2=[N:6][C:7]3[CH:12]=[CH:11][CH:10]=[CH:9][C:8]=3[N:4]2[CH2:3][CH:2]1[CH2:13][CH2:14][CH2:15][CH2:16][CH2:17][CH2:18]O.CCN(S(F)(F)[F:26])CC.C(=O)([O-])[O-].[Na+].[Na+], predict the reaction product. The product is: [F:26][CH2:18][CH2:17][CH2:16][CH2:15][CH2:14][CH2:13][CH:2]1[O:1][C:5]2=[N:6][C:7]3[CH:12]=[CH:11][CH:10]=[CH:9][C:8]=3[N:4]2[CH2:3]1.